From a dataset of Reaction yield outcomes from USPTO patents with 853,638 reactions. Predict the reaction yield, written as a fraction of the theoretical maximum amount of product (1.0 means a 100% yield; for example, 0.34 means a 34% yield). (1) The reactants are [O:1]=[C:2]1[C:6]2([CH2:11][CH2:10][NH:9][CH2:8][CH2:7]2)[N:5]([C:12]2[CH:17]=[CH:16][CH:15]=[CH:14][CH:13]=2)[CH2:4][N:3]1[CH2:18][C:19]1[CH:20]=[C:21]([CH:29]=[CH:30][CH:31]=1)[C:22]([O:24][C:25]([CH3:28])([CH3:27])[CH3:26])=[O:23].C(=O)([O-])[O-].[K+].[K+].Br[CH2:39][CH:40]1[O:45][C:44]2[CH:46]=[CH:47][CH:48]=[CH:49][C:43]=2[O:42][CH2:41]1. The catalyst is CN(C)C=O. The product is [O:45]1[CH:40]([CH2:39][N:9]2[CH2:10][CH2:11][C:6]3([N:5]([C:12]4[CH:13]=[CH:14][CH:15]=[CH:16][CH:17]=4)[CH2:4][N:3]([CH2:18][C:19]4[CH:20]=[C:21]([CH:29]=[CH:30][CH:31]=4)[C:22]([O:24][C:25]([CH3:28])([CH3:26])[CH3:27])=[O:23])[C:2]3=[O:1])[CH2:7][CH2:8]2)[CH2:41][O:42][C:43]2[CH:49]=[CH:48][CH:47]=[CH:46][C:44]1=2. The yield is 0.540. (2) The reactants are [F:1][C:2]1[CH:7]=[C:6]([F:8])[C:5]([F:9])=[CH:4][C:3]=1[NH:10][C:11](=[O:16])[C:12]([CH3:15])([CH3:14])[CH3:13].[Li+].CC([N-]C(C)C)C.[N:25]1[C:34]2[C:29](=[CH:30][C:31]([CH:35]=[O:36])=[CH:32][CH:33]=2)[CH:28]=[N:27][CH:26]=1. The catalyst is C1COCC1. The product is [F:1][C:2]1[C:7]([CH:35]([OH:36])[C:31]2[CH:30]=[C:29]3[C:34](=[CH:33][CH:32]=2)[N:25]=[CH:26][N:27]=[CH:28]3)=[C:6]([F:8])[C:5]([F:9])=[CH:4][C:3]=1[NH:10][C:11](=[O:16])[C:12]([CH3:13])([CH3:15])[CH3:14]. The yield is 0.184. (3) The reactants are C1(P(C2C=CC=CC=2)C2C=CC=CC=2)C=CC=CC=1.N(C(OC(C)C)=O)=NC(OC(C)C)=O.[C:34]([OH:42])(=[O:41])[C:35]1[CH:40]=[CH:39][CH:38]=[CH:37][CH:36]=1.[CH2:43]([O:50][C:51]([N:53]1[CH2:57][CH:56]2[CH:58](O)[CH:59]([F:61])[CH2:60][CH:55]2[CH2:54]1)=[O:52])[C:44]1[CH:49]=[CH:48][CH:47]=[CH:46][CH:45]=1. The catalyst is O1CCCC1. The product is [CH2:43]([O:50][C:51]([N:53]1[CH2:57][CH:56]2[CH:58]([O:41][C:34](=[O:42])[C:35]3[CH:40]=[CH:39][CH:38]=[CH:37][CH:36]=3)[CH:59]([F:61])[CH2:60][CH:55]2[CH2:54]1)=[O:52])[C:44]1[CH:45]=[CH:46][CH:47]=[CH:48][CH:49]=1. The yield is 0.910.